This data is from Full USPTO retrosynthesis dataset with 1.9M reactions from patents (1976-2016). The task is: Predict the reactants needed to synthesize the given product. (1) Given the product [Cl:38][C:37]1[C:32]2[CH:31]=[C:30]([C:27]3[CH:26]=[CH:25][C:24]([CH2:23][OH:22])=[CH:29][CH:28]=3)[NH:39][C:33]=2[N:34]=[CH:35][N:36]=1, predict the reactants needed to synthesize it. The reactants are: [H-].[Al+3].[Li+].[H-].[H-].[H-].[H-].C([Al+]CC(C)C)C(C)C.ClCCl.C([O:22][C:23](=O)[C:24]1[CH:29]=[CH:28][C:27]([C:30]2[NH:39][C:33]3[N:34]=[CH:35][N:36]=[C:37]([Cl:38])[C:32]=3[CH:31]=2)=[CH:26][CH:25]=1)C. (2) Given the product [CH:21]([N:20]([CH:24]([CH3:25])[CH3:2])[CH2:19][CH3:18])([CH3:17])[CH3:22], predict the reactants needed to synthesize it. The reactants are: F[C:2](F)(F)C(O)=O.ClCCl.CS(C1C=[C:17]2[C:21](=[CH:22]C=1)[N:20]([C:24]1N=CN=C(OC3CCN(C(OC(C)(C)C)=O)CC3)[CH:25]=1)[CH2:19][CH2:18]2)(=O)=O. (3) Given the product [ClH:7].[ClH:7].[CH3:6][C:5]1[CH:2]=[C:3]([NH2:4])[N:9]([C:11]2[CH:12]=[N:13][CH:14]=[CH:15][CH:16]=2)[N:10]=1, predict the reactants needed to synthesize it. The reactants are: N/[C:2](=[CH:5]\[CH3:6])/[C:3]#[N:4].[ClH:7].Cl.[NH:9]([C:11]1[CH:12]=[N:13][CH:14]=[CH:15][CH:16]=1)[NH2:10].Cl. (4) Given the product [ClH:1].[Cl:1][C:2]1[CH:3]=[C:4]([C:12]2[O:16][N:15]=[C:14]([C:17]3[C:18]([CH3:31])=[C:19]4[C:24](=[CH:25][CH:26]=3)[CH2:23][N:22]([CH2:27][C:28]([NH:68][CH2:67][CH2:65][OH:66])=[O:30])[CH2:21][CH2:20]4)[N:13]=2)[CH:5]=[CH:6][C:7]=1[O:8][CH:9]([CH3:10])[CH3:11], predict the reactants needed to synthesize it. The reactants are: [Cl:1][C:2]1[CH:3]=[C:4]([C:12]2[O:16][N:15]=[C:14]([C:17]3[C:18]([CH3:31])=[C:19]4[C:24](=[CH:25][CH:26]=3)[CH2:23][N:22]([CH2:27][C:28]([OH:30])=O)[CH2:21][CH2:20]4)[N:13]=2)[CH:5]=[CH:6][C:7]=1[O:8][CH:9]([CH3:11])[CH3:10].CCN(C(C)C)C(C)C.CN(C(ON1N=NC2C=CC=NC1=2)=[N+](C)C)C.F[P-](F)(F)(F)(F)F.[CH2:65]([CH2:67][NH2:68])[OH:66].Cl. (5) Given the product [CH2:9]([O:8][C:6]1[CH:7]=[C:2]([O:25][C:19]2[CH:24]=[CH:23][CH:22]=[CH:21][CH:20]=2)[N:3]=[CH:4][N:5]=1)[C:10]#[C:11][CH3:12], predict the reactants needed to synthesize it. The reactants are: Cl[C:2]1[CH:7]=[C:6]([O:8][CH2:9][C:10]#[C:11][CH3:12])[N:5]=[CH:4][N:3]=1.C(=O)([O-])[O-].[K+].[K+].[C:19]1([OH:25])[CH:24]=[CH:23][CH:22]=[CH:21][CH:20]=1.[Cl-].[NH4+].